This data is from Reaction yield outcomes from USPTO patents with 853,638 reactions. The task is: Predict the reaction yield, written as a fraction of the theoretical maximum amount of product (1.0 means a 100% yield; for example, 0.34 means a 34% yield). The reactants are [Br:1][C:2]1[N:7]=[CH:6][C:5]([CH2:8][NH:9][CH2:10][CH2:11][CH2:12][OH:13])=[CH:4][CH:3]=1.C1N=CN([C:19](N2C=NC=C2)=[O:20])C=1. The catalyst is C(Cl)Cl. The product is [Br:1][C:2]1[N:7]=[CH:6][C:5]([CH2:8][N:9]2[CH2:10][CH2:11][CH2:12][O:13][C:19]2=[O:20])=[CH:4][CH:3]=1. The yield is 0.380.